Task: Predict hERG channel inhibition at various concentrations.. Dataset: hERG Central: cardiac toxicity at 1µM, 10µM, and general inhibition (1) The molecule is CCN1/C(=C/c2ccc3cc(C)ccc3[n+]2CC)Sc2ccccc21.[I-]. Results: hERG_inhib (hERG inhibition (general)): blocker. (2) The compound is O=C(Nc1ccncc1)c1cccn(Cc2ccccc2)c1=O. Results: hERG_inhib (hERG inhibition (general)): blocker. (3) The compound is Cc1cc(Cl)ccc1OC(C)C(=O)Nc1ccc([N+](=O)[O-])cn1. Results: hERG_inhib (hERG inhibition (general)): blocker. (4) The compound is Cl.NS(=O)(=O)c1ccc(CCNCc2ccccc2OCc2ccc(Cl)cc2)cc1. Results: hERG_inhib (hERG inhibition (general)): blocker. (5) The drug is CCN(CC(=O)NCc1ccc(Cl)cc1)C(=O)COc1cccc(Cl)c1. Results: hERG_inhib (hERG inhibition (general)): blocker. (6) The drug is O=C1CC2(CCN(C(=O)c3cccc([N+](=O)[O-])c3)CC2)Oc2ccccc21. Results: hERG_inhib (hERG inhibition (general)): blocker. (7) Results: hERG_inhib (hERG inhibition (general)): blocker. The molecule is O=C(CN(Cc1ccccc1)S(=O)(=O)c1ccc(F)cc1)NCc1cccnc1. (8) Results: hERG_inhib (hERG inhibition (general)): blocker. The molecule is CC(C)(OC(=O)c1ccc(C#N)cc1)c1cc2ccccc2c(=O)o1.